Dataset: Peptide-MHC class II binding affinity with 134,281 pairs from IEDB. Task: Regression. Given a peptide amino acid sequence and an MHC pseudo amino acid sequence, predict their binding affinity value. This is MHC class II binding data. (1) The peptide sequence is AVSGDDCVVRPIDDR. The MHC is DRB3_0301 with pseudo-sequence DRB3_0301. The binding affinity (normalized) is 0.357. (2) The peptide sequence is IGSFFYFPSIGMQRT. The MHC is DRB1_1001 with pseudo-sequence DRB1_1001. The binding affinity (normalized) is 0.902. (3) The MHC is DRB1_1302 with pseudo-sequence DRB1_1302. The binding affinity (normalized) is 0.425. The peptide sequence is RQELYLMGSLVHSMLV. (4) The peptide sequence is GAASGLNGCCRCGAR. The MHC is HLA-DQA10401-DQB10402 with pseudo-sequence HLA-DQA10401-DQB10402. The binding affinity (normalized) is 0. (5) The peptide sequence is KAQGKTLGVNMVRRG. The MHC is DRB1_0301 with pseudo-sequence DRB1_0301. The binding affinity (normalized) is 0.460.